The task is: Predict the reaction yield, written as a fraction of the theoretical maximum amount of product (1.0 means a 100% yield; for example, 0.34 means a 34% yield).. This data is from Reaction yield outcomes from USPTO patents with 853,638 reactions. (1) The reactants are [CH3:1][O:2][CH2:3][CH:4]([CH2:35][O:36][CH3:37])[O:5][C:6]1[CH:7]=[C:8]([O:24][C:25]2[CH:26]=[N:27][C:28]([S:31]([CH3:34])(=[O:33])=[O:32])=[CH:29][CH:30]=2)[CH:9]=[C:10]2[C:14]=1[NH:13][C:12]([C:15]1[S:16][CH:17]([CH2:20][C:21](O)=[O:22])[CH2:18][N:19]=1)=[CH:11]2.Cl.[CH2:39]([N:41]=C=NCCCN(C)C)C.ON1C2C=CC=CC=2N=N1.[Cl-].C[NH3+]. The catalyst is CN(C)C=O.C(N(CC)CC)C. The product is [CH3:37][O:36][CH2:35][CH:4]([CH2:3][O:2][CH3:1])[O:5][C:6]1[CH:7]=[C:8]([O:24][C:25]2[CH:26]=[N:27][C:28]([S:31]([CH3:34])(=[O:33])=[O:32])=[CH:29][CH:30]=2)[CH:9]=[C:10]2[C:14]=1[NH:13][C:12]([C:15]1[S:16][CH:17]([CH2:20][C:21]([NH:41][CH3:39])=[O:22])[CH2:18][N:19]=1)=[CH:11]2. The yield is 0.750. (2) The reactants are C(=O)([O-])[O-].[Na+].[Na+].Br[C:8]1[CH:13]=[CH:12][CH:11]=[CH:10][C:9]=1[Br:14].[Cl:15][C:16]1[CH:21]=[CH:20][C:19](B(O)O)=[CH:18][CH:17]=1. The catalyst is C1(C)C=CC=CC=1.O.C1C=CC([P]([Pd]([P](C2C=CC=CC=2)(C2C=CC=CC=2)C2C=CC=CC=2)([P](C2C=CC=CC=2)(C2C=CC=CC=2)C2C=CC=CC=2)[P](C2C=CC=CC=2)(C2C=CC=CC=2)C2C=CC=CC=2)(C2C=CC=CC=2)C2C=CC=CC=2)=CC=1. The product is [Br:14][C:9]1[CH:10]=[CH:11][CH:12]=[CH:13][C:8]=1[C:19]1[CH:20]=[CH:21][C:16]([Cl:15])=[CH:17][CH:18]=1. The yield is 0.710.